Dataset: Forward reaction prediction with 1.9M reactions from USPTO patents (1976-2016). Task: Predict the product of the given reaction. (1) Given the reactants C[O:2][C:3](=[O:33])[CH2:4][C:5]1[C:14]([CH3:15])=[C:13]([C:16]2[CH:21]=[CH:20][C:19]([NH:22][S:23]([C:26]3[CH:31]=[CH:30][CH:29]=[CH:28][CH:27]=3)(=[O:25])=[O:24])=[CH:18][CH:17]=2)[C:12]2[C:7](=[CH:8][CH:9]=[C:10]([F:32])[CH:11]=2)[CH:6]=1.O.[OH-].[Li+], predict the reaction product. The product is: [C:26]1([S:23]([NH:22][C:19]2[CH:18]=[CH:17][C:16]([C:13]3[C:12]4[C:7](=[CH:8][CH:9]=[C:10]([F:32])[CH:11]=4)[CH:6]=[C:5]([CH2:4][C:3]([OH:33])=[O:2])[C:14]=3[CH3:15])=[CH:21][CH:20]=2)(=[O:25])=[O:24])[CH:27]=[CH:28][CH:29]=[CH:30][CH:31]=1. (2) Given the reactants [Cl-].O[NH3+:3].[C:4](=[O:7])([O-])[OH:5].[Na+].CS(C)=O.[CH2:13]([C:15]1[S:51][C:18]2[N:19]([CH2:36][C:37]3[CH:42]=[CH:41][C:40]([C:43]4[C:44]([C:49]#[N:50])=[CH:45][CH:46]=[CH:47][CH:48]=4)=[CH:39][CH:38]=3)[C:20](=[O:35])[N:21]([CH2:24][C:25]([C:27]3[CH:32]=[CH:31][C:30]([CH2:33][CH3:34])=[CH:29][CH:28]=3)=[O:26])[C:22](=[O:23])[C:17]=2[CH:16]=1)[CH3:14], predict the reaction product. The product is: [CH2:13]([C:15]1[S:51][C:18]2[N:19]([CH2:36][C:37]3[CH:42]=[CH:41][C:40]([C:43]4[CH:48]=[CH:47][CH:46]=[CH:45][C:44]=4[C:49]4[NH:3][C:4](=[O:7])[O:5][N:50]=4)=[CH:39][CH:38]=3)[C:20](=[O:35])[N:21]([CH2:24][C:25]([C:27]3[CH:28]=[CH:29][C:30]([CH2:33][CH3:34])=[CH:31][CH:32]=3)=[O:26])[C:22](=[O:23])[C:17]=2[CH:16]=1)[CH3:14]. (3) The product is: [CH2:21]([O:20][C:18]([N:11]([C:9]([O:8][CH2:1][C:2]1[CH:3]=[CH:4][CH:5]=[CH:6][CH:7]=1)=[O:10])[CH2:12][CH2:13][CH2:14][CH2:15][C:16]#[C:17][C:38]([OH:40])([CH3:39])[C:37]([OH:36])([CH3:42])[CH3:41])=[O:19])[C:22]1[CH:23]=[CH:24][CH:25]=[CH:26][CH:27]=1. Given the reactants [CH2:1]([O:8][C:9]([N:11]([C:18]([O:20][CH2:21][C:22]1[CH:27]=[CH:26][CH:25]=[CH:24][CH:23]=1)=[O:19])[CH2:12][CH2:13][CH2:14][CH2:15][C:16]#[CH:17])=[O:10])[C:2]1[CH:7]=[CH:6][CH:5]=[CH:4][CH:3]=1.C([N-]C(C)C)(C)C.[Li+].[OH:36][C:37]([CH3:42])([CH3:41])[C:38](=[O:40])[CH3:39], predict the reaction product. (4) Given the reactants [C:1]1([C@H:11]([N:13]([CH2:21][CH:22]2[CH:26]([C:27]3[CH:32]=[CH:31][CH:30]=[CH:29][CH:28]=3)[CH2:25][NH:24][CH2:23]2)[C:14](=[O:20])[O:15][C:16]([CH3:19])([CH3:18])[CH3:17])[CH3:12])[C:10]2[C:5](=[CH:6][CH:7]=[CH:8][CH:9]=2)[CH:4]=[CH:3][CH:2]=1.Cl[C:34]1[CH:39]=[CH:38][CH:37]=[CH:36][CH:35]=1.CC(C)([O-])C.[K+], predict the reaction product. The product is: [C:34]1([N:24]2[CH2:25][CH:26]([C:27]3[CH:28]=[CH:29][CH:30]=[CH:31][CH:32]=3)[CH:22]([CH2:21][N:13]([C@@H:11]([C:1]3[C:10]4[C:5](=[CH:6][CH:7]=[CH:8][CH:9]=4)[CH:4]=[CH:3][CH:2]=3)[CH3:12])[C:14](=[O:20])[O:15][C:16]([CH3:18])([CH3:19])[CH3:17])[CH2:23]2)[CH:39]=[CH:38][CH:37]=[CH:36][CH:35]=1. (5) The product is: [CH3:6][C:4]([Si:7]([CH3:30])([CH3:31])[O:8][CH2:9][CH2:10][CH:11]([CH:19]([OH:29])[CH2:20][CH2:21][C:22]1[CH:27]=[CH:26][C:25]([I:28])=[CH:24][CH:23]=1)[C:12]([O:14][C:15]([CH3:16])([CH3:17])[CH3:18])=[O:13])([CH3:3])[CH3:5]. Given the reactants [BH4-].[Na+].[CH3:3][C:4]([Si:7]([CH3:31])([CH3:30])[O:8][CH2:9][CH2:10][CH:11]([C:19](=[O:29])[CH2:20][CH2:21][C:22]1[CH:27]=[CH:26][C:25]([I:28])=[CH:24][CH:23]=1)[C:12]([O:14][C:15]([CH3:18])([CH3:17])[CH3:16])=[O:13])([CH3:6])[CH3:5], predict the reaction product. (6) Given the reactants [OH:1][C:2]1[CH:7]=[CH:6][C:5]([CH2:8][CH2:9][NH:10][C:11](=[O:17])[O:12][C:13]([CH3:16])([CH3:15])[CH3:14])=[CH:4][CH:3]=1.[CH3:18][S:19](Cl)(=[O:21])=[O:20], predict the reaction product. The product is: [CH3:18][S:19]([O:1][C:2]1[CH:3]=[CH:4][C:5]([CH2:8][CH2:9][NH:10][C:11]([O:12][C:13]([CH3:14])([CH3:16])[CH3:15])=[O:17])=[CH:6][CH:7]=1)(=[O:21])=[O:20]. (7) Given the reactants [CH3:1][C:2]1[CH:12]=[CH:11][C:5]2[NH:6][C:7](=[O:10])[CH2:8][O:9][C:4]=2[CH:3]=1.C([O-])([O-])=O.[Cs+].[Cs+].Br[CH:20]([CH3:26])[C:21]([O:23][CH2:24][CH3:25])=[O:22], predict the reaction product. The product is: [CH2:24]([O:23][C:21](=[O:22])[CH:20]([N:6]1[C:5]2[CH:11]=[CH:12][C:2]([CH3:1])=[CH:3][C:4]=2[O:9][CH2:8][C:7]1=[O:10])[CH3:26])[CH3:25]. (8) Given the reactants C[O:2][C:3]([C:5]1[S:6][C:7]([C:24]2[CH:29]=[CH:28][CH:27]=[CH:26][CH:25]=2)=[CH:8][C:9]=1[N:10]([C:14](=[O:23])[C:15]1[CH:20]=[CH:19][C:18]([Cl:21])=[CH:17][C:16]=1[Cl:22])[N:11]([CH3:13])[CH3:12])=[O:4].O[Li].O, predict the reaction product. The product is: [Cl:22][C:16]1[CH:17]=[C:18]([Cl:21])[CH:19]=[CH:20][C:15]=1[C:14]([N:10]([C:9]1[CH:8]=[C:7]([C:24]2[CH:29]=[CH:28][CH:27]=[CH:26][CH:25]=2)[S:6][C:5]=1[C:3]([OH:4])=[O:2])[N:11]([CH3:13])[CH3:12])=[O:23]. (9) Given the reactants I[C:2]1[CH:7]=[CH:6][C:5]([CH2:8][CH2:9][C:10]([O:12][CH3:13])=[O:11])=[CH:4][CH:3]=1.[C:14]([C:16]1[CH:17]=[C:18]([CH:20]=[CH:21][CH:22]=1)[NH2:19])#[CH:15], predict the reaction product. The product is: [NH2:19][C:18]1[CH:17]=[C:16]([C:14]#[C:15][C:2]2[CH:7]=[CH:6][C:5]([CH2:8][CH2:9][C:10]([O:12][CH3:13])=[O:11])=[CH:4][CH:3]=2)[CH:22]=[CH:21][CH:20]=1.